From a dataset of Catalyst prediction with 721,799 reactions and 888 catalyst types from USPTO. Predict which catalyst facilitates the given reaction. (1) Reactant: Cl[C:2]1[CH:17]=[CH:16][C:5]([C:6]([NH:8][CH2:9][C:10]2[CH:11]=[N:12][CH:13]=[CH:14][CH:15]=2)=[O:7])=[C:4]([NH:18][CH2:19][CH2:20][C:21]2[CH:26]=[CH:25][CH:24]=[C:23]([F:27])[CH:22]=2)[N:3]=1.[C:28]([C:30]1[CH:35]=[CH:34][CH:33]=[CH:32][C:31]=1B(O)O)#[N:29].C([O-])([O-])=O.[K+].[K+]. Product: [C:28]([C:30]1[CH:35]=[CH:34][CH:33]=[CH:32][C:31]=1[C:2]1[CH:17]=[CH:16][C:5]([C:6]([NH:8][CH2:9][C:10]2[CH:11]=[N:12][CH:13]=[CH:14][CH:15]=2)=[O:7])=[C:4]([NH:18][CH2:19][CH2:20][C:21]2[CH:26]=[CH:25][CH:24]=[C:23]([F:27])[CH:22]=2)[N:3]=1)#[N:29]. The catalyst class is: 431. (2) Reactant: [NH3:1].Cl[C:3]1[C:8]([CH2:9][C:10](OC)=[O:11])=[C:7]([CH3:14])[N:6]=[C:5]([C:15]2[CH:20]=[CH:19][C:18]([O:21][CH3:22])=[C:17]([F:23])[CH:16]=2)[N:4]=1. Product: [F:23][C:17]1[CH:16]=[C:15]([C:5]2[N:6]=[C:7]([CH3:14])[C:8]3[CH2:9][C:10](=[O:11])[NH:1][C:3]=3[N:4]=2)[CH:20]=[CH:19][C:18]=1[O:21][CH3:22]. The catalyst class is: 7. (3) Product: [CH3:53][O:52][C:49]1[CH:48]=[CH:47][C:46]([CH2:45][N:35]([CH2:36][C:37]2[CH:38]=[CH:39][C:40]([O:43][CH3:44])=[CH:41][CH:42]=2)[C:33]2[N:34]=[C:29]([C:27]3[C:26]([NH:55][C:56]4[CH:57]=[N:58][C:59]([O:62][CH3:63])=[CH:60][CH:61]=4)=[N:25][CH:24]=[C:23]([CH:21]([N:14]4[CH2:15][CH:12]([S:9]([CH3:8])(=[O:11])=[O:10])[CH2:13]4)[CH3:22])[CH:28]=3)[N:30]=[C:31]([CH3:54])[N:32]=2)=[CH:51][CH:50]=1. The catalyst class is: 2. Reactant: C(N(CC)CC)C.[CH3:8][S:9]([CH:12]1[CH2:15][NH:14][CH2:13]1)(=[O:11])=[O:10].CS(O[CH:21]([C:23]1[CH:24]=[N:25][C:26]([NH:55][C:56]2[CH:57]=[N:58][C:59]([O:62][CH3:63])=[CH:60][CH:61]=2)=[C:27]([C:29]2[N:34]=[C:33]([N:35]([CH2:45][C:46]3[CH:51]=[CH:50][C:49]([O:52][CH3:53])=[CH:48][CH:47]=3)[CH2:36][C:37]3[CH:42]=[CH:41][C:40]([O:43][CH3:44])=[CH:39][CH:38]=3)[N:32]=[C:31]([CH3:54])[N:30]=2)[CH:28]=1)[CH3:22])(=O)=O. (4) Reactant: [NH2:1][C:2]1[N:6]([CH3:7])[N:5]=[CH:4][C:3]=1[NH:8][C:9](=[O:31])[C@@H:10](NC(=O)OCC1C=CC=CC=1)[CH2:11][NH:12][C:13](=[O:19])[O:14][C:15]([CH3:18])([CH3:17])[CH3:16].C(N(CC)CC)C.FC(F)(F)S([N:44]=[C:45]([NH:54][C:55](=[O:61])[O:56][C:57]([CH3:60])([CH3:59])[CH3:58])[NH:46][C:47](=[O:53])[O:48][C:49]([CH3:52])([CH3:51])[CH3:50])(=O)=O.O. Product: [NH2:1][C:2]1[N:6]([CH3:7])[N:5]=[CH:4][C:3]=1[NH:8][C:9](=[O:31])[C@@H:10]([NH:44][C:45]([NH:54][C:55](=[O:61])[O:56][C:57]([CH3:60])([CH3:59])[CH3:58])=[N:46][C:47](=[O:53])[O:48][C:49]([CH3:52])([CH3:51])[CH3:50])[CH2:11][NH:12][C:13]([O:14][C:15]([CH3:17])([CH3:16])[CH3:18])=[O:19]. The catalyst class is: 312.